From a dataset of Full USPTO retrosynthesis dataset with 1.9M reactions from patents (1976-2016). Predict the reactants needed to synthesize the given product. (1) Given the product [F:9][C:10]([F:21])([F:22])[O:11][C:12]1[CH:17]=[CH:16][C:15]([C@H:2]2[O:6][C@@H:5]([CH2:7][OH:8])[CH2:4][CH2:3]2)=[CH:14][CH:13]=1, predict the reactants needed to synthesize it. The reactants are: Br[C:2]1[O:6][C:5]([CH:7]=[O:8])=[CH:4][CH:3]=1.[F:9][C:10]([F:22])([F:21])[O:11][C:12]1[CH:17]=[CH:16][C:15](B(O)O)=[CH:14][CH:13]=1. (2) The reactants are: C(OC([N:8]1[CH2:14][CH2:13][C:12]2[CH:15]=[C:16]([O:19][CH2:20][C:21]3[CH:26]=[CH:25][CH:24]=[CH:23][CH:22]=3)[CH:17]=[CH:18][C:11]=2[CH2:10][CH2:9]1)=O)(C)(C)C.FC(F)(F)C(O)=O. Given the product [CH2:20]([O:19][C:16]1[CH:17]=[CH:18][C:11]2[CH2:10][CH2:9][NH:8][CH2:14][CH2:13][C:12]=2[CH:15]=1)[C:21]1[CH:22]=[CH:23][CH:24]=[CH:25][CH:26]=1, predict the reactants needed to synthesize it. (3) Given the product [Cl:82][C:70]1[CH:69]=[C:68]([NH:67][C:52]2[C:51]3[C:56](=[CH:57][C:58]([O:59][CH:60]4[CH2:64][CH2:63][O:62][CH2:61]4)=[C:49]([NH:48][C:15](=[O:17])[CH:14]=[C:11]4[CH2:10][CH2:9][N:8]([C:6]([O:5][C:1]([CH3:2])([CH3:3])[CH3:4])=[O:7])[CH2:13][CH2:12]4)[CH:50]=3)[N:55]=[CH:54][C:53]=2[C:65]#[N:66])[CH:73]=[CH:72][C:71]=1[O:74][CH2:75][C:76]1[CH:81]=[CH:80][CH:79]=[CH:78][N:77]=1, predict the reactants needed to synthesize it. The reactants are: [C:1]([O:5][C:6]([N:8]1[CH2:13][CH2:12][C:11](=[CH:14][C:15]([OH:17])=O)[CH2:10][CH2:9]1)=[O:7])([CH3:4])([CH3:3])[CH3:2].ClC(OCC(C)C)=O.CN1[C@@H]2CC3C=CC(OC)=C4O[C@H]5[C@@H](O)C=C[C@@H]2[C@]5(C=34)CC1.[NH2:48][C:49]1[CH:50]=[C:51]2[C:56](=[CH:57][C:58]=1[O:59][CH:60]1[CH2:64][CH2:63][O:62][CH2:61]1)[N:55]=[CH:54][C:53]([C:65]#[N:66])=[C:52]2[NH:67][C:68]1[CH:73]=[CH:72][C:71]([O:74][CH2:75][C:76]2[CH:81]=[CH:80][CH:79]=[CH:78][N:77]=2)=[C:70]([Cl:82])[CH:69]=1.